The task is: Predict hERG channel inhibition at various concentrations.. This data is from hERG Central: cardiac toxicity at 1µM, 10µM, and general inhibition. (1) The molecule is CCn1c(SCC(=O)Nc2ncc(C(F)(F)F)cc2Cl)nnc1-c1cccc(C)c1. Results: hERG_inhib (hERG inhibition (general)): blocker. (2) The drug is CCOC(=O)c1oc2ccccc2c1CN1CCN(C)CC1.Cl. Results: hERG_inhib (hERG inhibition (general)): blocker.